From a dataset of Catalyst prediction with 721,799 reactions and 888 catalyst types from USPTO. Predict which catalyst facilitates the given reaction. (1) Reactant: [C:1]1([CH:7]([C:25]2[CH:30]=[CH:29][CH:28]=[CH:27][CH:26]=2)[CH2:8][NH:9][CH2:10][CH2:11][C@@H:12]([CH3:24])[O:13][C:14]2[CH:15]=[C:16]([CH2:20][C:21]([OH:23])=[O:22])[CH:17]=[CH:18][CH:19]=2)[CH:6]=[CH:5][CH:4]=[CH:3][CH:2]=1.[F:31][C:32]([F:42])([F:41])[C:33]1[CH:34]=[C:35]([CH:38]=[CH:39][CH:40]=1)[CH:36]=O.COC(=O)C.[Cl:48]C1C(C(F)(F)F)=CC=CC=1C=O.Cl.CCOCC. Product: [ClH:48].[F:31][C:32]([F:41])([F:42])[C:33]1[CH:34]=[C:35]([CH:38]=[CH:39][CH:40]=1)[CH2:36][N:9]([CH2:8][CH:7]([C:1]1[CH:2]=[CH:3][CH:4]=[CH:5][CH:6]=1)[C:25]1[CH:26]=[CH:27][CH:28]=[CH:29][CH:30]=1)[CH2:10][CH2:11][C@@H:12]([CH3:24])[O:13][C:14]1[CH:15]=[C:16]([CH2:20][C:21]([OH:23])=[O:22])[CH:17]=[CH:18][CH:19]=1. The catalyst class is: 28. (2) Reactant: Br[C:2]1[CH:3]=[C:4]2[C:9](=[CH:10][CH:11]=1)[N:8]=[C:7]([NH:12][CH2:13][CH2:14][C:15]1[CH:20]=[CH:19][CH:18]=[CH:17][N:16]=1)[N:6]=[CH:5]2.[C:21]1(B(O)O)[CH:26]=[CH:25][CH:24]=[CH:23][CH:22]=1.C([O-])([O-])=O.[Na+].[Na+]. Product: [C:21]1([C:2]2[CH:3]=[C:4]3[C:9](=[CH:10][CH:11]=2)[N:8]=[C:7]([NH:12][CH2:13][CH2:14][C:15]2[CH:20]=[CH:19][CH:18]=[CH:17][N:16]=2)[N:6]=[CH:5]3)[CH:26]=[CH:25][CH:24]=[CH:23][CH:22]=1. The catalyst class is: 57. (3) Reactant: CS(O[CH2:6][C@H:7]1[CH2:12][CH2:11][C@H:10]([NH:13][C:14]([O:16][C:17]([CH3:20])([CH3:19])[CH3:18])=[O:15])[CH2:9][CH2:8]1)(=O)=O.[C-:21]#[N:22].[Na+]. Product: [C:21]([CH2:6][C@H:7]1[CH2:12][CH2:11][C@H:10]([NH:13][C:14](=[O:15])[O:16][C:17]([CH3:20])([CH3:19])[CH3:18])[CH2:9][CH2:8]1)#[N:22]. The catalyst class is: 16. (4) Reactant: C=O.[CH:3](O)=O.[C:6]1([CH3:24])[CH:11]=[CH:10][C:9]([N:12]2[C:16]3([CH2:21][CH2:20][NH:19][CH2:18][CH2:17]3)[C:15](=[O:22])[NH:14][C:13]2=[O:23])=[CH:8][CH:7]=1.[OH-].[Na+]. Product: [CH3:3][N:19]1[CH2:18][CH2:17][C:16]2([N:12]([C:9]3[CH:8]=[CH:7][C:6]([CH3:24])=[CH:11][CH:10]=3)[C:13](=[O:23])[NH:14][C:15]2=[O:22])[CH2:21][CH2:20]1. The catalyst class is: 6. (5) Reactant: [C:1]([C:5]1[CH:6]=[CH:7][C:8]([C:13]2[O:14]CC(C)(C)N=2)=[C:9]([CH:12]=1)[CH:10]=[O:11])([CH3:4])([CH3:3])[CH3:2].[CH2:20](O)[CH3:21].S(=O)(=O)(O)[OH:24]. Product: [C:1]([C:5]1[CH:12]=[C:9]2[C:8](=[CH:7][CH:6]=1)[C:13](=[O:14])[O:24][CH:10]2[O:11][CH2:20][CH3:21])([CH3:2])([CH3:3])[CH3:4]. The catalyst class is: 6. (6) Reactant: [CH:1]([C:3]1[O:7][C:6](B(O)O)=[CH:5][CH:4]=1)=[O:2].[Br:11][C:12]1[CH:17]=[CH:16][C:15]([C:18]([F:24])([F:23])[C:19]([F:22])([F:21])[F:20])=[CH:14][CH:13]=1. Product: [F:23][C:18]([F:24])([C:15]1[CH:14]=[CH:13][C:12]([C@H:6]2[O:7][C@@H:3]([CH2:1][OH:2])[CH2:4][CH2:5]2)=[CH:17][CH:16]=1)[C:19]([F:20])([F:22])[F:21].[Br:11][C:12]1[CH:13]=[CH:14][C:15]([C:18]([F:23])([F:24])[C:19]([F:20])([F:21])[F:22])=[CH:16][CH:17]=1. The catalyst class is: 45. (7) Reactant: [CH2:1]([O:3][C:4](=[O:23])/[CH:5]=[CH:6]/[C:7]1[C:15]2[C:10](=[CH:11][CH:12]=[CH:13][CH:14]=2)[N:9]([C:16]([O:18][C:19]([CH3:22])([CH3:21])[CH3:20])=[O:17])[CH:8]=1)[CH3:2].CO[CH2:26][N:27]([CH2:35][Si](C)(C)C)[CH2:28][C:29]1[CH:34]=[CH:33][CH:32]=[CH:31][CH:30]=1. Product: [C:19]([O:18][C:16]([N:9]1[C:10]2[C:15](=[CH:14][CH:13]=[CH:12][CH:11]=2)[C:7]([C@H:6]2[C@H:5]([C:4]([O:3][CH2:1][CH3:2])=[O:23])[CH2:35][N:27]([CH2:28][C:29]3[CH:34]=[CH:33][CH:32]=[CH:31][CH:30]=3)[CH2:26]2)=[CH:8]1)=[O:17])([CH3:22])([CH3:21])[CH3:20]. The catalyst class is: 281. (8) Reactant: [CH3:1][C:2]([CH3:7])([CH3:6])[CH2:3][CH:4]=O.C(N(CC)CC)C.[NH2:15][CH2:16][CH2:17][S:18]([NH2:21])(=[O:20])=[O:19].Cl.[S-:23][C:24]#[N:25].[K+].II.S(S([O-])=O)([O-])(=O)=O.[Na+].[Na+]. Product: [C:2]([C:3]1[S:23][C:24](=[NH:25])[N:15]([CH2:16][CH2:17][S:18]([NH2:21])(=[O:20])=[O:19])[CH:4]=1)([CH3:7])([CH3:6])[CH3:1]. The catalyst class is: 10. (9) Reactant: C(P1(=O)OP(CCC)(=O)OP(CCC)(=O)O1)CC.[N:19]1[S:23][N:22]=[C:21]2[CH:24]=[C:25]([CH2:28][C:29]([OH:31])=O)[CH:26]=[CH:27][C:20]=12.[CH3:32][NH:33][CH3:34].C(=O)(O)[O-].[Na+]. Product: [N:19]1[S:23][N:22]=[C:21]2[CH:24]=[C:25]([CH2:28][C:29]([N:33]([CH3:34])[CH3:32])=[O:31])[CH:26]=[CH:27][C:20]=12. The catalyst class is: 531.